From a dataset of Forward reaction prediction with 1.9M reactions from USPTO patents (1976-2016). Predict the product of the given reaction. (1) Given the reactants Cl.[Cl:2][CH2:3][CH2:4][CH2:5][CH:6]([C:18]1[CH:23]=[CH:22][C:21]([N:24]([CH3:26])[CH3:25])=[CH:20][CH:19]=1)[C:7]([NH:9][NH:10]C(OC(C)(C)C)=O)=[O:8], predict the reaction product. The product is: [ClH:2].[Cl:2][CH2:3][CH2:4][CH2:5][CH:6]([C:18]1[CH:19]=[CH:20][C:21]([N:24]([CH3:26])[CH3:25])=[CH:22][CH:23]=1)[C:7]([NH:9][NH2:10])=[O:8]. (2) Given the reactants [NH2:1][C:2]1[C:7]2C(=O)[N:9]([C:13]3[CH:18]=[C:17]([CH3:19])[C:16]([C:20]4[C:21]([CH3:30])=N[N:23]([CH2:25][C:26]([F:29])([F:28])C)[CH:24]=4)=[C:15]([CH3:31])[CH:14]=3)[CH2:10][CH2:11][O:12][C:6]=2[N:5]=[CH:4][N:3]=1.NC1C2C(=O)N(C3C=C(C)C(C4C=NN(CC(F)([F:61])C)C=4C)=C(C)C=3)CCOC=2N=CN=1.[C:65]([O-:68])([O-])=O.[K+].[K+].[O:71]1[CH2:76]COCC1.O, predict the reaction product. The product is: [NH2:1][C:2]1[C:7]2[C:65](=[O:68])[N:9]([C:13]3[CH:18]=[C:17]([CH3:19])[C:16]([C:20]4[CH:21]=[CH:30][C:76](=[O:71])[N:23]([CH2:25][C:26]([F:61])([F:29])[F:28])[CH:24]=4)=[C:15]([CH3:31])[CH:14]=3)[CH2:10][CH2:11][O:12][C:6]=2[N:5]=[CH:4][N:3]=1. (3) Given the reactants Br[C:2]1[CH:7]=[C:6](Br)[CH:5]=[C:4]([Br:9])[C:3]=1N.[C:11]1([Mg]Br)[CH:16]=[CH:15][CH:14]=[CH:13][CH:12]=1.[Cl-].[Na+], predict the reaction product. The product is: [Br:9][C:4]1[CH:5]=[C:6]([C:2]2[CH:7]=[CH:6][CH:5]=[CH:4][CH:3]=2)[CH:7]=[C:2]([C:11]2[CH:16]=[CH:15][CH:14]=[CH:13][CH:12]=2)[CH:3]=1. (4) Given the reactants [O:1]=[C:2]1[C:8]2=[CH:9][C:10]3[CH:11]=[CH:12][C:13]([C:16]([O:18]CC)=[O:17])=[CH:14][C:15]=3[N:7]2[CH2:6][C:5]2([CH2:23][CH2:22][CH2:21]2)[CH2:4][NH:3]1.[OH-].[Na+].C(O)(=O)C, predict the reaction product. The product is: [O:1]=[C:2]1[C:8]2=[CH:9][C:10]3[CH:11]=[CH:12][C:13]([C:16]([OH:18])=[O:17])=[CH:14][C:15]=3[N:7]2[CH2:6][C:5]2([CH2:21][CH2:22][CH2:23]2)[CH2:4][NH:3]1. (5) Given the reactants [Br:1][C:2]1[N:7]2[N:8]=[C:9]([NH2:11])[N:10]=[C:6]2[CH:5]=[CH:4][CH:3]=1.I[C:13]1[CH:18]=[CH:17][CH:16]=[CH:15][CH:14]=1.CC(C)([O-])C.[Na+].C1(P(C2C=CC=CC=2)C2C3OC4C(=CC=CC=4P(C4C=CC=CC=4)C4C=CC=CC=4)C(C)(C)C=3C=CC=2)C=CC=CC=1.O.[Cl-].[Na+].O, predict the reaction product. The product is: [Br:1][C:2]1[N:7]2[N:8]=[C:9]([NH:11][C:13]3[CH:18]=[CH:17][CH:16]=[CH:15][CH:14]=3)[N:10]=[C:6]2[CH:5]=[CH:4][CH:3]=1. (6) Given the reactants [CH3:1][O:2][C:3]([C@H:5]1[CH2:10][CH2:9][C@H:8]([CH2:11][N:12]2[C:16]3[CH:17]=[C:18](Br)[CH:19]=[CH:20][C:15]=3[N:14]([CH3:22])[C:13]2=[O:23])[CH2:7][CH2:6]1)=[O:4].[B:24]1([B:24]2[O:28][C:27]([CH3:30])([CH3:29])[C:26]([CH3:32])([CH3:31])[O:25]2)[O:28][C:27]([CH3:30])([CH3:29])[C:26]([CH3:32])([CH3:31])[O:25]1.CC(O[K])=O.O1CCOCC1, predict the reaction product. The product is: [CH3:1][O:2][C:3]([C@H:5]1[CH2:10][CH2:9][C@H:8]([CH2:11][N:12]2[C:16]3[CH:17]=[C:18]([B:24]4[O:28][C:27]([CH3:30])([CH3:29])[C:26]([CH3:32])([CH3:31])[O:25]4)[CH:19]=[CH:20][C:15]=3[N:14]([CH3:22])[C:13]2=[O:23])[CH2:7][CH2:6]1)=[O:4]. (7) Given the reactants [NH2:1][C:2]1[CH:3]=[C:4]([CH:19]=[CH:20][CH:21]=1)[O:5][C:6]1[CH:18]=[CH:17][C:9]2[N:10]=[C:11]([NH:13][C:14](=[O:16])[CH3:15])[S:12][C:8]=2[CH:7]=1.[C:22]([C:24]([CH3:36])([O:26][C:27]1[CH:28]=[C:29]([CH:33]=[CH:34][CH:35]=1)[C:30](O)=[O:31])[CH3:25])#[N:23].F[P-](F)(F)(F)(F)F.N1(OC(N(C)C)=[N+](C)C)C2N=CC=CC=2N=N1.O, predict the reaction product. The product is: [C:14]([NH:13][C:11]1[S:12][C:8]2[CH:7]=[C:6]([O:5][C:4]3[CH:3]=[C:2]([NH:1][C:30](=[O:31])[C:29]4[CH:33]=[CH:34][CH:35]=[C:27]([O:26][C:24]([C:22]#[N:23])([CH3:25])[CH3:36])[CH:28]=4)[CH:21]=[CH:20][CH:19]=3)[CH:18]=[CH:17][C:9]=2[N:10]=1)(=[O:16])[CH3:15]. (8) Given the reactants C(NC(/[N:6]=[C:7]1/[N:8]([C:15]2[CH:20]=[CH:19][CH:18]=[CH:17][C:16]=2[CH2:21][CH3:22])[C:9](=[O:14])[N:10]([CH2:12][CH3:13])[S:11]/1)=O)C.[OH-].[Na+], predict the reaction product. The product is: [CH2:12]([N:10]1[C:9](=[O:14])[N:8]([C:15]2[CH:20]=[CH:19][CH:18]=[CH:17][C:16]=2[CH2:21][CH3:22])[C:7](=[NH:6])[S:11]1)[CH3:13].